The task is: Predict the product of the given reaction.. This data is from Forward reaction prediction with 1.9M reactions from USPTO patents (1976-2016). (1) The product is: [I:1][C:2]1[CH:7]=[CH:6][C:5]([CH:8]2[CH:17]([C:18]3[CH:19]=[CH:20][C:21]([O:24][CH:25]4[CH2:30][CH2:29][CH2:28][CH2:27][O:26]4)=[CH:22][CH:23]=3)[C:16]([CH3:39])([OH:31])[C:15]3[C:10](=[CH:11][C:12]([O:32][CH:33]4[CH2:38][CH2:37][CH2:36][CH2:35][O:34]4)=[CH:13][CH:14]=3)[O:9]2)=[CH:4][CH:3]=1. Given the reactants [I:1][C:2]1[CH:7]=[CH:6][C:5]([CH:8]2[CH:17]([C:18]3[CH:23]=[CH:22][C:21]([O:24][CH:25]4[CH2:30][CH2:29][CH2:28][CH2:27][O:26]4)=[CH:20][CH:19]=3)[C:16](=[O:31])[C:15]3[C:10](=[CH:11][C:12]([O:32][CH:33]4[CH2:38][CH2:37][CH2:36][CH2:35][O:34]4)=[CH:13][CH:14]=3)[O:9]2)=[CH:4][CH:3]=1.[CH3:39][Mg]Cl, predict the reaction product. (2) Given the reactants C1(=O)C2=C3C(=CC=C2)C=CC=C3C1.ClN1C(=O)CCC1=O.[Cl:22][C:23]1[C:33]2[C:34]3[C:26]([CH2:27][C:28](=[O:35])[C:29]=3[CH:30]=[CH:31][CH:32]=2)=[CH:25][CH:24]=1.[BH4-].[Na+].[Cl-].[NH4+], predict the reaction product. The product is: [Cl:22][C:23]1[C:33]2[C:34]3[C:26]([CH2:27][CH:28]([OH:35])[C:29]=3[CH:30]=[CH:31][CH:32]=2)=[CH:25][CH:24]=1.